Predict the reaction yield, written as a fraction of the theoretical maximum amount of product (1.0 means a 100% yield; for example, 0.34 means a 34% yield). From a dataset of Reaction yield outcomes from USPTO patents with 853,638 reactions. (1) The reactants are [C:1]([C:3]1[CH:8]=[CH:7][C:6]([C:9]2[CH:14]=[CH:13][C:12]([C:15]([OH:17])=O)=[CH:11][CH:10]=2)=[CH:5][CH:4]=1)#[N:2].[CH3:18][C:19]1([CH3:32])[O:31][C:23]2=[C:24]([CH3:30])[N:25]=[CH:26][C:27]([CH2:28][NH2:29])=[C:22]2[CH2:21][O:20]1.C(Cl)CCl.O.ON1C2C=CC=CC=2N=N1. The catalyst is CN(C=O)C.O. The product is [CH3:18][C:19]1([CH3:32])[O:31][C:23]2=[C:24]([CH3:30])[N:25]=[CH:26][C:27]([CH2:28][NH:29][C:15]([C:12]3[CH:11]=[CH:10][C:9]([C:6]4[CH:5]=[CH:4][C:3]([C:1]#[N:2])=[CH:8][CH:7]=4)=[CH:14][CH:13]=3)=[O:17])=[C:22]2[CH2:21][O:20]1. The yield is 1.00. (2) The reactants are [CH3:1][O:2][C:3]1[CH:4]=[C:5]([CH2:20][C:21]([OH:23])=O)[CH:6]=[CH:7][C:8]=1[NH:9][C:10]([NH:12][C:13]1[CH:18]=[CH:17][CH:16]=[CH:15][C:14]=1[CH3:19])=[O:11].[CH2:24]([O:26][C:27]([C:29]1[CH:34]=[CH:33][C:32]([C:35]#[C:36][CH:37]2[CH2:41][CH2:40][CH2:39][NH:38]2)=[CH:31][CH:30]=1)=[O:28])[CH3:25].C(Cl)CCl.Cl. The catalyst is CN(C1C=CN=CC=1)C.CN(C=O)C. The product is [CH3:1][O:2][C:3]1[CH:4]=[C:5]([CH2:20][C:21]([N:38]2[CH2:39][CH2:40][CH2:41][CH:37]2[C:36]#[C:35][C:32]2[CH:33]=[CH:34][C:29]([C:27]([O:26][CH2:24][CH3:25])=[O:28])=[CH:30][CH:31]=2)=[O:23])[CH:6]=[CH:7][C:8]=1[NH:9][C:10]([NH:12][C:13]1[CH:18]=[CH:17][CH:16]=[CH:15][C:14]=1[CH3:19])=[O:11]. The yield is 0.890. (3) The reactants are [Cl:1][C:2]1[CH:7]=[CH:6][C:5]([S:8]([C:11]2[C:19]([F:20])=[CH:18][C:14]([C:15]([OH:17])=O)=[C:13]([CH2:21][C:22]3[CH:27]=[C:26]([F:28])[CH:25]=[CH:24][C:23]=3[F:29])[N:12]=2)(=[O:10])=[O:9])=[CH:4][CH:3]=1.[S:30]1[CH:34]=[CH:33][N:32]=[C:31]1[NH2:35].N1(O)C2C=CC=CC=2N=N1.CN1CCOCC1.Cl.C(N=C=NCCCN(C)C)C. The catalyst is CCCCCC.C(OCC)(=O)C.ClCCl. The product is [Cl:1][C:2]1[CH:7]=[CH:6][C:5]([S:8]([C:11]2[C:19]([F:20])=[CH:18][C:14]([C:15]([NH:35][C:31]3[S:30][CH:34]=[CH:33][N:32]=3)=[O:17])=[C:13]([CH2:21][C:22]3[CH:27]=[C:26]([F:28])[CH:25]=[CH:24][C:23]=3[F:29])[N:12]=2)(=[O:10])=[O:9])=[CH:4][CH:3]=1. The yield is 0.600. (4) The reactants are [I:1][C:2]1[CH:3]=[C:4]([N+:9]([O-])=O)[C:5]([F:8])=[N:6][CH:7]=1.C(O)C.Cl. The catalyst is [Fe].O. The product is [I:1][C:2]1[CH:3]=[C:4]([NH2:9])[C:5]([F:8])=[N:6][CH:7]=1. The yield is 0.530. (5) The reactants are F[C:2]1[C:3]([C:8]([O:10][CH2:11][CH3:12])=[O:9])=[N:4][CH:5]=[CH:6][CH:7]=1.[CH3:13][O:14][CH2:15][CH:16]([NH2:18])[CH3:17]. No catalyst specified. The product is [CH3:13][O:14][CH2:15][CH:16]([NH:18][C:2]1[C:3]([C:8]([O:10][CH2:11][CH3:12])=[O:9])=[N:4][CH:5]=[CH:6][CH:7]=1)[CH3:17]. The yield is 0.570.